From a dataset of Reaction yield outcomes from USPTO patents with 853,638 reactions. Predict the reaction yield, written as a fraction of the theoretical maximum amount of product (1.0 means a 100% yield; for example, 0.34 means a 34% yield). (1) The reactants are FC(F)(F)C(O)=O.[N:8]1[N:12]2[CH:13]=[CH:14][CH:15]=[CH:16][C:11]2=[C:10]([C:17]2[N:22]=[C:21]([NH:23][C@@H:24]3[CH2:29][CH2:28][CH2:27][N:26](C(OC(C)(C)C)=O)[CH2:25]3)[CH:20]=[N:19][CH:18]=2)[CH:9]=1. The catalyst is C(Cl)Cl. The product is [NH:26]1[CH2:27][CH2:28][CH2:29][C@@H:24]([NH:23][C:21]2[CH:20]=[N:19][CH:18]=[C:17]([C:10]3[CH:9]=[N:8][N:12]4[CH:13]=[CH:14][CH:15]=[CH:16][C:11]=34)[N:22]=2)[CH2:25]1. The yield is 0.560. (2) The reactants are [Si:1]([O:8][CH2:9][C@H:10]([CH2:26][CH2:27][CH2:28][OH:29])[CH2:11][C@H:12]1[CH2:16][O:15][C:14]([CH3:18])([CH3:17])[N:13]1[C:19]([O:21][C:22]([CH3:25])([CH3:24])[CH3:23])=[O:20])([C:4]([CH3:7])([CH3:6])[CH3:5])([CH3:3])[CH3:2].CCN(CC)CC.[CH3:37][S:38](Cl)(=[O:40])=[O:39]. The catalyst is C(Cl)Cl. The product is [Si:1]([O:8][CH2:9][C@H:10]([CH2:26][CH2:27][CH2:28][O:29][S:38]([CH3:37])(=[O:40])=[O:39])[CH2:11][C@H:12]1[CH2:16][O:15][C:14]([CH3:18])([CH3:17])[N:13]1[C:19]([O:21][C:22]([CH3:25])([CH3:24])[CH3:23])=[O:20])([C:4]([CH3:7])([CH3:6])[CH3:5])([CH3:3])[CH3:2]. The yield is 1.00. (3) The reactants are [C:1]([C:4]1[S:5][CH:6]=[C:7]([C:9]([OH:11])=O)[N:8]=1)(=[O:3])[CH3:2].[NH2:12][C@H:13]([CH3:29])[CH2:14][N:15]1[CH:19]=[CH:18][C:17]([C:20]2[CH:27]=[CH:26][C:23]([C:24]#[N:25])=[C:22]([Cl:28])[CH:21]=2)=[N:16]1. No catalyst specified. The product is [C:1]([C:4]1[S:5][CH:6]=[C:7]([C:9]([NH:12][C@H:13]([CH3:29])[CH2:14][N:15]2[CH:19]=[CH:18][C:17]([C:20]3[CH:27]=[CH:26][C:23]([C:24]#[N:25])=[C:22]([Cl:28])[CH:21]=3)=[N:16]2)=[O:11])[N:8]=1)(=[O:3])[CH3:2]. The yield is 0.242. (4) The yield is 0.710. The reactants are [C:1]1([S:7]([N:10]2[C:14]3=[N:15][CH:16]=[C:17]([O:19][CH3:20])[CH:18]=[C:13]3[CH:12]=[C:11]2[CH:21]([OH:28])[CH2:22][CH:23]2[CH2:27][CH2:26][CH2:25][O:24]2)(=[O:9])=[O:8])[CH:6]=[CH:5][CH:4]=[CH:3][CH:2]=1.CC(OI1(OC(C)=O)(OC(C)=O)OC(=O)C2C=CC=CC1=2)=O. The product is [C:1]1([S:7]([N:10]2[C:14]3=[N:15][CH:16]=[C:17]([O:19][CH3:20])[CH:18]=[C:13]3[CH:12]=[C:11]2[C:21](=[O:28])[CH2:22][CH:23]2[CH2:27][CH2:26][CH2:25][O:24]2)(=[O:8])=[O:9])[CH:2]=[CH:3][CH:4]=[CH:5][CH:6]=1. The catalyst is ClCCl. (5) The reactants are [N:1]1[CH:6]=[CH:5][CH:4]=[C:3]([NH2:7])[CH:2]=1.Br[C:9]1[C:10](=[O:17])[N:11]([CH3:16])[CH:12]=[C:13]([Br:15])[N:14]=1.C(N(C(C)C)CC)(C)C. The catalyst is C(O)(C)C. The product is [Br:15][C:13]1[N:14]=[C:9]([NH:7][C:3]2[CH:2]=[N:1][CH:6]=[CH:5][CH:4]=2)[C:10](=[O:17])[N:11]([CH3:16])[CH:12]=1. The yield is 0.500. (6) The reactants are [NH2:1][C:2]1[N:3]([C:8]2[C:17]3[C:12](=[CH:13][CH:14]=[CH:15][CH:16]=3)[C:11]([CH:18]3[CH2:20][CH2:19]3)=[CH:10][CH:9]=2)[C:4]([SH:7])=[N:5][N:6]=1.C([O-])([O-])=O.[K+].[K+].Cl[CH2:28][C:29]([NH:31][C:32]1[CH:37]=[CH:36][C:35]([S:38](=[O:41])(=[O:40])[NH2:39])=[CH:34][C:33]=1[Cl:42])=[O:30]. The catalyst is CN(C=O)C. The product is [NH2:1][C:2]1[N:3]([C:8]2[C:17]3[C:12](=[CH:13][CH:14]=[CH:15][CH:16]=3)[C:11]([CH:18]3[CH2:20][CH2:19]3)=[CH:10][CH:9]=2)[C:4]([S:7][CH2:28][C:29]([NH:31][C:32]2[CH:37]=[CH:36][C:35]([S:38](=[O:41])(=[O:40])[NH2:39])=[CH:34][C:33]=2[Cl:42])=[O:30])=[N:5][N:6]=1. The yield is 0.950. (7) The product is [CH:28]([C:31]1[N:32]([C:2]2[N:3]=[C:4]([N:22]3[CH2:23][CH2:24][O:25][CH2:26][CH2:27]3)[C:5]3[N:10]=[C:9]([CH2:11][N:12]4[CH2:13][CH:14]([CH:16]5[CH2:21][CH2:20][O:19][CH2:18][CH2:17]5)[CH2:15]4)[S:8][C:6]=3[N:7]=2)[C:33]2[CH:39]=[CH:38][CH:37]=[CH:36][C:34]=2[N:35]=1)([CH3:30])[CH3:29]. The yield is 0.340. The catalyst is O1CCOCC1.C1C=CC(/C=C/C(/C=C/C2C=CC=CC=2)=O)=CC=1.C1C=CC(/C=C/C(/C=C/C2C=CC=CC=2)=O)=CC=1.C1C=CC(/C=C/C(/C=C/C2C=CC=CC=2)=O)=CC=1.[Pd].[Pd]. The reactants are Cl[C:2]1[N:3]=[C:4]([N:22]2[CH2:27][CH2:26][O:25][CH2:24][CH2:23]2)[C:5]2[N:10]=[C:9]([CH2:11][N:12]3[CH2:15][CH:14]([CH:16]4[CH2:21][CH2:20][O:19][CH2:18][CH2:17]4)[CH2:13]3)[S:8][C:6]=2[N:7]=1.[CH:28]([C:31]1[NH:35][C:34]2[CH:36]=[CH:37][CH:38]=[CH:39][C:33]=2[N:32]=1)([CH3:30])[CH3:29].CC(C1C=C(C(C)C)C(C2C=CC=CC=2P(C2CCCCC2)C2CCCCC2)=C(C(C)C)C=1)C.C([O-])([O-])=O.[Cs+].[Cs+]. (8) The reactants are [OH:1][CH:2]1[C:11]2[C:6](=[CH:7][CH:8]=[C:9]([N:12]3[C:17](=[O:18])[C:16]([CH2:19][C:20]4[CH:25]=[CH:24][C:23]([C:26]5[C:27]([C:32]#[N:33])=[CH:28][CH:29]=[CH:30][CH:31]=5)=[CH:22][CH:21]=4)=[C:15]([CH2:34][CH2:35][CH3:36])[N:14]=[C:13]3[CH3:37])[CH:10]=2)[O:5][C:4]([CH3:39])([CH3:38])[CH2:3]1.[H-].[Na+].I[CH3:43].S([O-])(O)(=O)=O.[K+]. The catalyst is CN(C)C=O. The product is [CH3:43][O:1][CH:2]1[C:11]2[C:6](=[CH:7][CH:8]=[C:9]([N:12]3[C:17](=[O:18])[C:16]([CH2:19][C:20]4[CH:25]=[CH:24][C:23]([C:26]5[C:27]([C:32]#[N:33])=[CH:28][CH:29]=[CH:30][CH:31]=5)=[CH:22][CH:21]=4)=[C:15]([CH2:34][CH2:35][CH3:36])[N:14]=[C:13]3[CH3:37])[CH:10]=2)[O:5][C:4]([CH3:38])([CH3:39])[CH2:3]1. The yield is 0.770. (9) The reactants are [CH2:1]([O:3][C:4](=[O:23])[C:5]([OH:22])([C:18]([F:21])([F:20])[F:19])[CH2:6][C:7]([C:9]1[CH:14]=[C:13]([F:15])[CH:12]=[CH:11][C:10]=1[O:16][CH3:17])=[CH2:8])[CH3:2].II.I[CH2:27]I. The catalyst is CCOCC.CCOC(C)=O.[Cu].[Zn]. The product is [CH2:1]([O:3][C:4](=[O:23])[C:5]([CH2:6][C:7]1([C:9]2[CH:14]=[C:13]([F:15])[CH:12]=[CH:11][C:10]=2[O:16][CH3:17])[CH2:27][CH2:8]1)([OH:22])[C:18]([F:19])([F:20])[F:21])[CH3:2]. The yield is 0.760.